From a dataset of Experimentally validated miRNA-target interactions with 360,000+ pairs, plus equal number of negative samples. Binary Classification. Given a miRNA mature sequence and a target amino acid sequence, predict their likelihood of interaction. (1) The miRNA is hsa-miR-6726-5p with sequence CGGGAGCUGGGGUCUGCAGGU. The protein sequence of the target gene is MGITLIWCLALVLIKWITSKRRGAISYDSSDQTALYIRMLGDVRVRSRAGFETERRGSHPYIDFRIFHSQSDIEASVSARNIRRLLSFQRYLRSSRVFRGATVCSSLDILDEDYNGQAKCMLEKVGNWNFDIFLFDRLTNGNSLVSLTFHLFSLHGLIEYFHLDMVKLRRFLVMIQEDYHSQNPYHNAVHAADVTQAMHCYLKEPKLASSVTPWDILLSLIAAATHDLDHPGVNQPFLIKTNHYLATLYKNSSVLENHHWRSAVGLLRESGLFSHLPLESRQEMEAQIGALILATDISRQ.... Result: 0 (no interaction). (2) The miRNA is dre-miR-206-3p with sequence UGGAAUGUAAGGAAGUGUGUGG. The protein sequence of the target gene is MQETPSVPSNSSSHSQSVLTIQRQVSALGSSSTGPTSLKTSSTPTPGQLKTKVPNVRRMRRIISEDAEWSLAIVPLLTELCIQHIVKNFQNNPILKQLPLEHQKKVLSNLPPELPLTVTANLIDDENYWHRCCIKRWSVCHVSRHGGSWKRMFFERHLENLLKLFIPGTTDPNVILDLLPLCRNYVRRIHVDQFLPPVRMPTPLQGEEQSDSGSEGEGSEPEKDHYQLQTLVGGLKHLEELDLVYGVKDCGMNFEWNLFLFTYRDCYSLAATIKACHTLKIFKLTRSKVDDDKARILIRS.... Result: 0 (no interaction).